From a dataset of Catalyst prediction with 721,799 reactions and 888 catalyst types from USPTO. Predict which catalyst facilitates the given reaction. (1) Reactant: [N+:1]([C:4]1[CH:5]=[CH:6][C:7]([N:10]2[CH2:15][CH2:14][CH:13]([O:16][C:17]3[CH:22]=[CH:21][CH:20]=[CH:19][C:18]=3[C:23]([F:26])([F:25])[F:24])[CH2:12][CH2:11]2)=[N:8][CH:9]=1)([O-])=O. Product: [F:26][C:23]([F:24])([F:25])[C:18]1[CH:19]=[CH:20][CH:21]=[CH:22][C:17]=1[O:16][CH:13]1[CH2:12][CH2:11][N:10]([C:7]2[N:8]=[CH:9][C:4]([NH2:1])=[CH:5][CH:6]=2)[CH2:15][CH2:14]1. The catalyst class is: 99. (2) Reactant: Cl[C:2]1[CH:7]=[C:6]([CH3:8])[N:5]=[C:4]([CH2:9][CH3:10])[C:3]=1[C:11](=O)[CH2:12][CH3:13].O.[NH2:16][NH2:17]. Product: [CH2:12]([C:11]1[C:3]2[C:4]([CH2:9][CH3:10])=[N:5][C:6]([CH3:8])=[CH:7][C:2]=2[NH:17][N:16]=1)[CH3:13]. The catalyst class is: 212. (3) Reactant: [CH2:1]([O:5][C:6]1[CH:10]=[C:9](/[CH:11]=[CH:12]/[C:13]([O:15][CH2:16][CH3:17])=[O:14])[N:8]([CH2:18][C:19]2[CH:24]=[CH:23][C:22]([Cl:25])=[CH:21][C:20]=2[Cl:26])[N:7]=1)[CH2:2][CH2:3][CH3:4]. Product: [CH2:1]([O:5][C:6]1[CH:10]=[C:9]([CH2:11][CH2:12][C:13]([O:15][CH2:16][CH3:17])=[O:14])[N:8]([CH2:18][C:19]2[CH:24]=[CH:23][C:22]([Cl:25])=[CH:21][C:20]=2[Cl:26])[N:7]=1)[CH2:2][CH2:3][CH3:4]. The catalyst class is: 481.